From a dataset of Full USPTO retrosynthesis dataset with 1.9M reactions from patents (1976-2016). Predict the reactants needed to synthesize the given product. (1) Given the product [ClH:1].[Cl:1][C:2]1[CH:3]=[C:4]([CH:17]=[CH:18][CH:19]=1)[CH2:5][NH:6][C:7]1[CH:12]=[C:11]([N:20]2[CH2:25][CH2:24][NH:23][CH2:22][CH2:21]2)[CH:10]=[CH:9][C:8]=1[N+:14]([O-:16])=[O:15], predict the reactants needed to synthesize it. The reactants are: [Cl:1][C:2]1[CH:3]=[C:4]([CH:17]=[CH:18][CH:19]=1)[CH2:5][NH:6][C:7]1[CH:12]=[C:11](F)[CH:10]=[CH:9][C:8]=1[N+:14]([O-:16])=[O:15].[N:20]1(C(OC(C)(C)C)=O)[CH2:25][CH2:24][NH:23][CH2:22][CH2:21]1.C(N(CC)C(C)C)(C)C. (2) Given the product [C:1]([O:5][C:6]([N:8]1[CH2:9][CH2:10][N:11]([C:14]2[CH:19]=[CH:18][C:17]([Br:35])=[CH:16][C:15]=2[CH:20]2[CH2:25][C:24]([CH3:27])([CH3:26])[CH2:23][C:22]([CH3:29])([CH3:28])[CH2:21]2)[CH2:12][CH2:13]1)=[O:7])([CH3:4])([CH3:2])[CH3:3], predict the reactants needed to synthesize it. The reactants are: [C:1]([O:5][C:6]([N:8]1[CH2:13][CH2:12][N:11]([C:14]2[CH:19]=[CH:18][CH:17]=[CH:16][C:15]=2[CH:20]2[CH2:25][C:24]([CH3:27])([CH3:26])[CH2:23][C:22]([CH3:29])([CH3:28])[CH2:21]2)[CH2:10][CH2:9]1)=[O:7])([CH3:4])([CH3:3])[CH3:2].C([O-])(=O)C.[Na+].[Br:35]Br.S([O-])([O-])(=O)=S.[Na+].[Na+]. (3) Given the product [Cl:7][C:8]1[CH:13]=[CH:12][C:11]([C:14]2[CH:18]=[C:17]([F:19])[S:16][C:15]=2[CH2:20][O:21][C:22]2[CH:27]=[CH:26][C:25]([CH2:28][CH2:29][CH2:30][OH:31])=[C:24]([CH3:35])[C:23]=2[CH3:36])=[CH:10][CH:9]=1, predict the reactants needed to synthesize it. The reactants are: [H-].[H-].[H-].[H-].[Li+].[Al+3].[Cl:7][C:8]1[CH:13]=[CH:12][C:11]([C:14]2[CH:18]=[C:17]([F:19])[S:16][C:15]=2[CH2:20][O:21][C:22]2[CH:27]=[CH:26][C:25]([CH2:28][CH2:29][C:30](OCC)=[O:31])=[C:24]([CH3:35])[C:23]=2[CH3:36])=[CH:10][CH:9]=1.